From a dataset of Peptide-MHC class I binding affinity with 185,985 pairs from IEDB/IMGT. Regression. Given a peptide amino acid sequence and an MHC pseudo amino acid sequence, predict their binding affinity value. This is MHC class I binding data. (1) The peptide sequence is FNATKFPSVY. The MHC is HLA-A26:01 with pseudo-sequence HLA-A26:01. The binding affinity (normalized) is 0.0658. (2) The peptide sequence is EGNLAQGFR. The MHC is HLA-B15:01 with pseudo-sequence HLA-B15:01. The binding affinity (normalized) is 0.0847. (3) The peptide sequence is RSLQTIASKK. The MHC is HLA-A31:01 with pseudo-sequence HLA-A31:01. The binding affinity (normalized) is 0.518. (4) The peptide sequence is YQAFRTKVH. The MHC is BoLA-D18.4 with pseudo-sequence BoLA-D18.4. The binding affinity (normalized) is 0.549.